From a dataset of Full USPTO retrosynthesis dataset with 1.9M reactions from patents (1976-2016). Predict the reactants needed to synthesize the given product. (1) Given the product [O:30]=[S:2]1(=[O:1])[CH2:7][CH2:6][N:5]([C:8]([C:10]2[N:11]([C:39]3[CH:38]=[CH:37][CH:36]=[C:35]([S:32]([CH3:31])(=[O:34])=[O:33])[CH:40]=3)[C:12]3[C:17]([CH:18]=2)=[CH:16][C:15]([C:19]([N:21]2[CH2:22][CH2:23][N:24]([CH:27]([CH3:28])[CH3:29])[CH2:25][CH2:26]2)=[O:20])=[CH:14][CH:13]=3)=[O:9])[CH2:4][CH2:3]1, predict the reactants needed to synthesize it. The reactants are: [O:1]=[S:2]1(=[O:30])[CH2:7][CH2:6][N:5]([C:8]([C:10]2[NH:11][C:12]3[C:17]([CH:18]=2)=[CH:16][C:15]([C:19]([N:21]2[CH2:26][CH2:25][N:24]([CH:27]([CH3:29])[CH3:28])[CH2:23][CH2:22]2)=[O:20])=[CH:14][CH:13]=3)=[O:9])[CH2:4][CH2:3]1.[CH3:31][S:32]([C:35]1[CH:36]=[C:37](B(O)O)[CH:38]=[CH:39][CH:40]=1)(=[O:34])=[O:33].N1C=CC=CC=1. (2) Given the product [C:1]([O:5][C:6](=[O:14])[NH:7][CH:8]1[CH2:12][CH2:11][C:10](=[O:13])[CH2:9]1)([CH3:4])([CH3:2])[CH3:3], predict the reactants needed to synthesize it. The reactants are: [C:1]([O:5][C:6](=[O:14])[NH:7][CH:8]1[CH2:12][CH2:11][CH:10]([OH:13])[CH2:9]1)([CH3:4])([CH3:3])[CH3:2].CC(OI1(OC(C)=O)(OC(C)=O)OC(=O)C2C=CC=CC1=2)=O. (3) Given the product [N:1]1([CH2:10][C:11]2[CH:12]=[CH:13][C:14]([C:15]([NH:48][C@H:47]([C:46]([O:45][CH3:44])=[O:51])[CH2:49][OH:50])=[O:17])=[CH:18][CH:19]=2)[C:5]2[CH:6]=[CH:7][CH:8]=[CH:9][C:4]=2[N:3]=[CH:2]1, predict the reactants needed to synthesize it. The reactants are: [N:1]1([CH2:10][C:11]2[CH:19]=[CH:18][C:14]([C:15]([OH:17])=O)=[CH:13][CH:12]=2)[C:5]2[CH:6]=[CH:7][CH:8]=[CH:9][C:4]=2[N:3]=[CH:2]1.C(Cl)CCl.C1C=CC2N(O)N=NC=2C=1.CCN(C(C)C)C(C)C.Cl.[CH3:44][O:45][C:46](=[O:51])[C@H:47]([CH2:49][OH:50])[NH2:48]. (4) Given the product [C:2]([CH2:5][NH:6][C:7]([C:9]1[CH:10]=[C:11]2[C:21](=[CH:22][CH:23]=1)[O:20][C:14]1([CH2:19][CH2:18][N:17]([C:37]([C:34]3[CH:35]=[C:36]4[C:31]([CH:30]=[CH:29][N:28]4[CH:25]4[CH2:27][CH2:26]4)=[C:32]([O:40][CH2:41][CH3:42])[CH:33]=3)=[O:38])[CH2:16][CH2:15]1)[CH2:13][C:12]2=[O:24])=[O:8])(=[O:4])[NH2:3], predict the reactants needed to synthesize it. The reactants are: Cl.[C:2]([CH2:5][NH:6][C:7]([C:9]1[CH:10]=[C:11]2[C:21](=[CH:22][CH:23]=1)[O:20][C:14]1([CH2:19][CH2:18][NH:17][CH2:16][CH2:15]1)[CH2:13][C:12]2=[O:24])=[O:8])(=[O:4])[NH2:3].[CH:25]1([N:28]2[C:36]3[C:31](=[C:32]([O:40][CH2:41][CH3:42])[CH:33]=[C:34]([C:37](O)=[O:38])[CH:35]=3)[CH:30]=[CH:29]2)[CH2:27][CH2:26]1.CCN=C=NCCCN(C)C.Cl.C1C=CC2N(O)N=NC=2C=1. (5) Given the product [CH2:1]([N:3]1[C:7]2=[N:8][C:9]([CH2:27][CH3:28])=[C:10]([CH2:19][NH:20][C:21](=[O:26])[CH2:22][C:23]([NH:29][CH2:30][C:31]3[CH:36]=[C:35]([C:37]4[CH:42]=[CH:41][CH:40]=[C:39]([CH2:43][N:44]5[CH2:49][CH2:48][NH:47][C@@H:46]([CH3:57])[CH2:45]5)[CH:38]=4)[C:34]([F:58])=[CH:33][CH:32]=3)=[O:24])[C:11]([NH:12][CH:13]3[CH2:14][CH2:15][O:16][CH2:17][CH2:18]3)=[C:6]2[CH:5]=[N:4]1)[CH3:2], predict the reactants needed to synthesize it. The reactants are: [CH2:1]([N:3]1[C:7]2=[N:8][C:9]([CH2:27][CH3:28])=[C:10]([CH2:19][NH:20][C:21](=[O:26])[CH2:22][C:23](O)=[O:24])[C:11]([NH:12][CH:13]3[CH2:18][CH2:17][O:16][CH2:15][CH2:14]3)=[C:6]2[CH:5]=[N:4]1)[CH3:2].[NH2:29][CH2:30][C:31]1[CH:32]=[CH:33][C:34]([F:58])=[C:35]([C:37]2[CH:42]=[CH:41][CH:40]=[C:39]([CH2:43][N:44]3[CH2:49][CH2:48][N:47](C(OC(C)(C)C)=O)[C@@H:46]([CH3:57])[CH2:45]3)[CH:38]=2)[CH:36]=1.CN(C(ON1N=NC2C=CC=CC1=2)=[N+](C)C)C.F[P-](F)(F)(F)(F)F.CCN(CC)CC.